From a dataset of Merck oncology drug combination screen with 23,052 pairs across 39 cell lines. Regression. Given two drug SMILES strings and cell line genomic features, predict the synergy score measuring deviation from expected non-interaction effect. (1) Drug 1: COc1cc(C2c3cc4c(cc3C(OC3OC5COC(C)OC5C(O)C3O)C3COC(=O)C23)OCO4)cc(OC)c1O. Drug 2: Cn1nnc2c(C(N)=O)ncn2c1=O. Cell line: CAOV3. Synergy scores: synergy=83.0. (2) Drug 1: C=CCn1c(=O)c2cnc(Nc3ccc(N4CCN(C)CC4)cc3)nc2n1-c1cccc(C(C)(C)O)n1. Drug 2: COC1=C2CC(C)CC(OC)C(O)C(C)C=C(C)C(OC(N)=O)C(OC)C=CC=C(C)C(=O)NC(=CC1=O)C2=O. Cell line: SKMEL30. Synergy scores: synergy=19.4. (3) Drug 1: O=S1(=O)NC2(CN1CC(F)(F)F)C1CCC2Cc2cc(C=CCN3CCC(C(F)(F)F)CC3)ccc2C1. Drug 2: COc1cccc2c1C(=O)c1c(O)c3c(c(O)c1C2=O)CC(O)(C(=O)CO)CC3OC1CC(N)C(O)C(C)O1. Cell line: NCIH1650. Synergy scores: synergy=-3.46. (4) Drug 1: CS(=O)(=O)CCNCc1ccc(-c2ccc3ncnc(Nc4ccc(OCc5cccc(F)c5)c(Cl)c4)c3c2)o1. Drug 2: O=C(O)C1(Cc2cccc(Nc3nccs3)n2)CCC(Oc2cccc(Cl)c2F)CC1. Cell line: OVCAR3. Synergy scores: synergy=18.1. (5) Drug 1: NC(=O)c1cccc2cn(-c3ccc(C4CCCNC4)cc3)nc12. Drug 2: NC1(c2ccc(-c3nc4ccn5c(=O)[nH]nc5c4cc3-c3ccccc3)cc2)CCC1. Cell line: A427. Synergy scores: synergy=27.5. (6) Drug 1: CN(C)C(=N)N=C(N)N. Drug 2: O=C(CCCCCCC(=O)Nc1ccccc1)NO. Cell line: MSTO. Synergy scores: synergy=-1.89. (7) Drug 1: CCC1=CC2CN(C1)Cc1c([nH]c3ccccc13)C(C(=O)OC)(c1cc3c(cc1OC)N(C)C1C(O)(C(=O)OC)C(OC(C)=O)C4(CC)C=CCN5CCC31C54)C2. Drug 2: CNC(=O)c1cc(Oc2ccc(NC(=O)Nc3ccc(Cl)c(C(F)(F)F)c3)cc2)ccn1. Cell line: NCIH2122. Synergy scores: synergy=-20.4.